Dataset: Full USPTO retrosynthesis dataset with 1.9M reactions from patents (1976-2016). Task: Predict the reactants needed to synthesize the given product. (1) Given the product [Cl:1][C:2]1[CH:9]=[CH:8][C:5]([CH2:6][NH:7][C:16]([C:18]2[C:23]([CH:24]([CH3:26])[CH3:25])=[N:22][C:21]([N:27]3[CH2:32][CH2:31][O:30][CH2:29][CH2:28]3)=[CH:20][N:19]=2)=[O:15])=[CH:4][CH:3]=1, predict the reactants needed to synthesize it. The reactants are: [Cl:1][C:2]1[CH:9]=[CH:8][C:5]([CH2:6][NH2:7])=[CH:4][CH:3]=1.C[Al](C)C.C[O:15][C:16]([C:18]1[C:23]([CH:24]([CH3:26])[CH3:25])=[N:22][C:21]([N:27]2[CH2:32][CH2:31][O:30][CH2:29][CH2:28]2)=[CH:20][N:19]=1)=O.[Cl-].[NH4+]. (2) Given the product [CH2:1]([O:8][C:9]([N:11]1[CH2:15][C@@H:14]([F:30])[C@@H:13]([CH2:17][Br:18])[CH2:12]1)=[O:10])[C:2]1[CH:7]=[CH:6][CH:5]=[CH:4][CH:3]=1, predict the reactants needed to synthesize it. The reactants are: [CH2:1]([O:8][C:9]([N:11]1[CH2:15][C@H:14](O)[C@@H:13]([CH2:17][Br:18])[CH2:12]1)=[O:10])[C:2]1[CH:7]=[CH:6][CH:5]=[CH:4][CH:3]=1.N12CCCN=C1CCCCC2.[F:30]C(F)(S(F)(=O)=O)C(F)(F)C(F)(F)C(F)(F)C(F)(F)C(F)(F)C(F)(F)C(F)(F)F. (3) Given the product [CH2:32]([NH:34][C:28]([C:3]1[CH:4]=[CH:5][C:6]2[C:11](=[C:10]([C:12]3[CH:17]=[CH:16][C:15]([O:18][CH2:19][CH2:20][O:21][CH:22]4[CH2:27][CH2:26][O:25][CH2:24][CH2:23]4)=[CH:14][CH:13]=3)[CH:9]=[N:8][CH:7]=2)[N:2]=1)=[O:29])[CH3:33], predict the reactants needed to synthesize it. The reactants are: C[N:2]1[C:11]2[C:6](=[CH:7][N:8]=[CH:9][C:10]=2[C:12]2[CH:17]=[CH:16][C:15]([O:18][CH2:19][CH2:20][O:21][CH:22]3[CH2:27][CH2:26][O:25][CH2:24][CH2:23]3)=[CH:14][CH:13]=2)[CH:5]=[CH:4][CH:3]1[C:28](O)=[O:29].Cl.[CH2:32]([NH2:34])[CH3:33]. (4) The reactants are: NC(N)=O.[F:5][C:6]1[CH:14]=[CH:13][CH:12]=[C:11]2[C:7]=1[CH2:8][CH:9]([N:15]=[C:16]=[O:17])[CH2:10]2.Cl.[F:19][CH2:20][CH2:21][NH2:22].C(N(C(C)C)CC)(C)C. Given the product [F:19][CH2:20][CH2:21][NH:22][C:16]([NH:15][CH:9]1[CH2:8][C:7]2[C:11](=[CH:12][CH:13]=[CH:14][C:6]=2[F:5])[CH2:10]1)=[O:17], predict the reactants needed to synthesize it. (5) Given the product [OH:28][C@@H:22]1[CH2:23][C@H:24]([NH:2][C:1](=[O:13])[O:3][C:4]([CH3:9])([CH3:7])[CH3:5])[CH2:25]1, predict the reactants needed to synthesize it. The reactants are: [C:1](=[O:13])([O:3][C:4]1([C:9](C)(C)C)[CH2:7]C(=O)[CH2:5]1)[NH2:2].[CH3:25][CH2:22][CH:23]([CH3:24])[BH-]([CH:22]([CH3:25])[CH2:23][CH3:24])[CH:22]([CH3:25])[CH2:23][CH3:24].[Li+].[OH-:28].[Na+].OO. (6) Given the product [CH3:30][N:17]([C:10]1[CH:11]=[C:12]2[C:16]3[C:4]([CH3:3])([CH2:15][CH2:14][CH2:13]2)[CH2:5][CH2:6][CH2:7][C:8]=3[CH:9]=1)[C:18]1[N:23]=[CH:22][C:21]([C:24]([OH:26])=[O:25])=[CH:20][N:19]=1, predict the reactants needed to synthesize it. The reactants are: [H-].[Na+].[CH3:3][C:4]12[C:16]3[C:8](=[CH:9][C:10]([NH:17][C:18]4[N:23]=[CH:22][C:21]([C:24]([O:26]CC)=[O:25])=[CH:20][N:19]=4)=[CH:11][C:12]=3[CH2:13][CH2:14][CH2:15]1)[CH2:7][CH2:6][CH2:5]2.I[CH3:30].[Cl-].[NH4+]. (7) The reactants are: C[O:2][C:3]1[CH:12]=[C:11]2[C:6]([C@H:7]([C:21]3[CH:26]=[CH:25][C:24]([O:27][CH2:28][CH2:29][N:30]4[CH2:34][CH2:33][CH2:32][CH2:31]4)=[CH:23][CH:22]=3)[C@H:8]([C:13]3[CH:18]=[CH:17][C:16]([O:19]C)=[CH:15][CH:14]=3)[CH2:9][O:10]2)=[CH:5][CH:4]=1.Cl.N1C=CC=CC=1. Given the product [OH:2][C:3]1[CH:12]=[C:11]2[C:6]([C@H:7]([C:21]3[CH:26]=[CH:25][C:24]([O:27][CH2:28][CH2:29][N:30]4[CH2:31][CH2:32][CH2:33][CH2:34]4)=[CH:23][CH:22]=3)[C@H:8]([C:13]3[CH:14]=[CH:15][C:16]([OH:19])=[CH:17][CH:18]=3)[CH2:9][O:10]2)=[CH:5][CH:4]=1, predict the reactants needed to synthesize it. (8) Given the product [CH3:18][O:3][CH2:4][C:5]([C:8]1[CH:9]=[C:10]([CH:13]=[CH:14][CH:15]=1)[C:11]#[N:12])([CH3:7])[CH3:6], predict the reactants needed to synthesize it. The reactants are: [H-].[Na+].[OH:3][CH2:4][C:5]([C:8]1[CH:9]=[C:10]([CH:13]=[CH:14][CH:15]=1)[C:11]#[N:12])([CH3:7])[CH3:6].IC.[C:18](OCC)(=O)C. (9) Given the product [Cl:1][C:2]1[CH:7]=[CH:6][C:5]([NH:8][C:9]([N:29]2[CH2:30][CH2:31][CH2:32][C@@H:28]2[C:26]([NH:25][C:22]2[CH:21]=[CH:20][C:19]([N:14]3[CH2:15][CH2:16][O:17][CH2:18][C:13]3=[O:12])=[CH:24][CH:23]=2)=[O:27])=[O:10])=[CH:4][CH:3]=1, predict the reactants needed to synthesize it. The reactants are: [Cl:1][C:2]1[CH:7]=[CH:6][C:5]([N:8]=[C:9]=[O:10])=[CH:4][CH:3]=1.Cl.[O:12]=[C:13]1[CH2:18][O:17][CH2:16][CH2:15][N:14]1[C:19]1[CH:24]=[CH:23][C:22]([NH:25][C:26]([CH:28]2[CH2:32][CH2:31][CH2:30][NH:29]2)=[O:27])=[CH:21][CH:20]=1.C(N(CC)CC)C.